Task: Predict the reactants needed to synthesize the given product.. Dataset: Full USPTO retrosynthesis dataset with 1.9M reactions from patents (1976-2016) Given the product [C:27]([O:26][C:24](=[O:25])[NH:1][C:2]([CH3:16])([CH3:15])[CH2:3][CH2:4][N:5]1[C:9]2[CH:10]=[CH:11][CH:12]=[CH:13][C:8]=2[NH:7][C:6]1=[O:14])([CH3:30])([CH3:29])[CH3:28], predict the reactants needed to synthesize it. The reactants are: [NH2:1][C:2]([CH3:16])([CH3:15])[CH2:3][CH2:4][N:5]1[C:9]2[CH:10]=[CH:11][CH:12]=[CH:13][C:8]=2[NH:7][C:6]1=[O:14].C(N(CC)CC)C.[C:24](O[C:24]([O:26][C:27]([CH3:30])([CH3:29])[CH3:28])=[O:25])([O:26][C:27]([CH3:30])([CH3:29])[CH3:28])=[O:25].